This data is from Merck oncology drug combination screen with 23,052 pairs across 39 cell lines. The task is: Regression. Given two drug SMILES strings and cell line genomic features, predict the synergy score measuring deviation from expected non-interaction effect. (1) Synergy scores: synergy=4.07. Drug 1: NC1(c2ccc(-c3nc4ccn5c(=O)[nH]nc5c4cc3-c3ccccc3)cc2)CCC1. Cell line: OVCAR3. Drug 2: CCc1cnn2c(NCc3ccc[n+]([O-])c3)cc(N3CCCCC3CCO)nc12. (2) Drug 1: CN(Cc1cnc2nc(N)nc(N)c2n1)c1ccc(C(=O)NC(CCC(=O)O)C(=O)O)cc1. Drug 2: COC1=C2CC(C)CC(OC)C(O)C(C)C=C(C)C(OC(N)=O)C(OC)C=CC=C(C)C(=O)NC(=CC1=O)C2=O. Cell line: NCIH23. Synergy scores: synergy=-33.8. (3) Drug 1: COC12C(COC(N)=O)C3=C(C(=O)C(C)=C(N)C3=O)N1CC1NC12. Drug 2: O=C(NOCC(O)CO)c1ccc(F)c(F)c1Nc1ccc(I)cc1F. Cell line: UWB1289BRCA1. Synergy scores: synergy=6.64. (4) Drug 1: Cn1nnc2c(C(N)=O)ncn2c1=O. Drug 2: COC1=C2CC(C)CC(OC)C(O)C(C)C=C(C)C(OC(N)=O)C(OC)C=CC=C(C)C(=O)NC(=CC1=O)C2=O. Cell line: CAOV3. Synergy scores: synergy=-11.6. (5) Drug 1: C=CCn1c(=O)c2cnc(Nc3ccc(N4CCN(C)CC4)cc3)nc2n1-c1cccc(C(C)(C)O)n1. Drug 2: COC1=C2CC(C)CC(OC)C(O)C(C)C=C(C)C(OC(N)=O)C(OC)C=CC=C(C)C(=O)NC(=CC1=O)C2=O. Cell line: MDAMB436. Synergy scores: synergy=8.38. (6) Cell line: PA1. Drug 1: CCC1=CC2CN(C1)Cc1c([nH]c3ccccc13)C(C(=O)OC)(c1cc3c(cc1OC)N(C)C1C(O)(C(=O)OC)C(OC(C)=O)C4(CC)C=CCN5CCC31C54)C2. Synergy scores: synergy=-5.85. Drug 2: NC1(c2ccc(-c3nc4ccn5c(=O)[nH]nc5c4cc3-c3ccccc3)cc2)CCC1.